This data is from Reaction yield outcomes from USPTO patents with 853,638 reactions. The task is: Predict the reaction yield, written as a fraction of the theoretical maximum amount of product (1.0 means a 100% yield; for example, 0.34 means a 34% yield). (1) The reactants are [CH3:1][O:2][C:3]1[CH:4]=[C:5]([CH2:10][CH:11]=[CH2:12])[CH:6]=[CH:7][C:8]=1[OH:9].[CH2:13]([O:15][SiH:16]([O:20][CH2:21][CH3:22])[O:17][CH2:18][CH3:19])[CH3:14]. The catalyst is [Pt].[H+].[H+].Cl[Pt-2](Cl)(Cl)(Cl)(Cl)Cl.C(O)(C)C. The product is [CH3:1][O:2][C:3]1[CH:4]=[C:5]([CH2:10][CH2:11][CH2:12][Si:16]([O:20][CH2:21][CH3:22])([O:17][CH2:18][CH3:19])[O:15][CH2:13][CH3:14])[CH:6]=[CH:7][C:8]=1[OH:9]. The yield is 0.880. (2) The reactants are [NH2:1][C:2]1[N:3]=[CH:4][C:5]2[C:10]([CH:11]=1)=[CH:9][CH:8]=[C:7]([C:12]1[CH:13]=[C:14]([CH:23]=[CH:24][C:25]=1[CH3:26])[C:15]([NH:17][C:18]1([CH3:22])[CH2:21][CH2:20][CH2:19]1)=[O:16])[CH:6]=2.[Cl:27]CCl.ClN1C(=O)CCC1=O. No catalyst specified. The product is [NH2:1][C:2]1[N:3]=[CH:4][C:5]2[C:10]([C:11]=1[Cl:27])=[CH:9][CH:8]=[C:7]([C:12]1[CH:13]=[C:14]([CH:23]=[CH:24][C:25]=1[CH3:26])[C:15]([NH:17][C:18]1([CH3:22])[CH2:19][CH2:20][CH2:21]1)=[O:16])[CH:6]=2. The yield is 0.320. (3) The catalyst is CN(C=O)C.C(OCC)(=O)C. The reactants are Cl.[N:2]1[N:3]=[CH:4][N:5]2[CH:10]=[CH:9][N:8]=[C:7]([N:11]3[CH2:15][CH2:14][C@H:13]([NH2:16])[CH2:12]3)[C:6]=12.[F:17][C:18]1[CH:23]=[CH:22][C:21]([N:24]2[CH:28]=[N:27][C:26]([C:29](O)=[O:30])=[N:25]2)=[CH:20][CH:19]=1.C(N(CC)C(C)C)C.CN(C(ON1N=NC2C=CC=NC1=2)=[N+](C)C)C.F[P-](F)(F)(F)(F)F. The product is [N:2]1[N:3]=[CH:4][N:5]2[CH:10]=[CH:9][N:8]=[C:7]([N:11]3[CH2:15][CH2:14][C@H:13]([NH:16][C:29]([C:26]4[N:27]=[CH:28][N:24]([C:21]5[CH:22]=[CH:23][C:18]([F:17])=[CH:19][CH:20]=5)[N:25]=4)=[O:30])[CH2:12]3)[C:6]=12. The yield is 0.400.